From a dataset of Peptide-MHC class I binding affinity with 185,985 pairs from IEDB/IMGT. Regression. Given a peptide amino acid sequence and an MHC pseudo amino acid sequence, predict their binding affinity value. This is MHC class I binding data. (1) The peptide sequence is FIKDYRYTY. The MHC is HLA-B40:01 with pseudo-sequence HLA-B40:01. The binding affinity (normalized) is 0.0847. (2) The peptide sequence is YTYPCIPEY. The MHC is HLA-B58:01 with pseudo-sequence HLA-B58:01. The binding affinity (normalized) is 0.525. (3) The peptide sequence is HAEQGLIQY. The MHC is HLA-B15:01 with pseudo-sequence HLA-B15:01. The binding affinity (normalized) is 0.0847. (4) The peptide sequence is VLDHILQKT. The MHC is HLA-A11:01 with pseudo-sequence HLA-A11:01. The binding affinity (normalized) is 0. (5) The peptide sequence is YVQMALMKL. The MHC is Patr-A0901 with pseudo-sequence Patr-A0901. The binding affinity (normalized) is 0. (6) The peptide sequence is MTVDEVEDY. The MHC is HLA-B18:01 with pseudo-sequence HLA-B18:01. The binding affinity (normalized) is 0.0847. (7) The peptide sequence is KTIVESCGNY. The MHC is HLA-A23:01 with pseudo-sequence HLA-A23:01. The binding affinity (normalized) is 0. (8) The peptide sequence is IVILFIMFML. The MHC is HLA-A02:06 with pseudo-sequence HLA-A02:06. The binding affinity (normalized) is 0.0499. (9) The peptide sequence is TIVSRSSRGV. The MHC is HLA-A02:03 with pseudo-sequence HLA-A02:03. The binding affinity (normalized) is 0.777.